Dataset: Forward reaction prediction with 1.9M reactions from USPTO patents (1976-2016). Task: Predict the product of the given reaction. Given the reactants C[Si]([N-][Si](C)(C)C)(C)C.[Na+].[CH3:11][N:12]1[CH2:17][CH2:16][N:15]([C:18]([C:20]2[CH:29]=[CH:28][C:23]([C:24]([O:26]C)=O)=[CH:22][CH:21]=2)=[O:19])[CH2:14][CH2:13]1.[NH2:30][C:31]1[N:35](C(OC(C)(C)C)=O)[N:34]=[C:33]([CH2:43][CH2:44][C:45]2[CH:50]=[C:49]([O:51][CH3:52])[CH:48]=[C:47]([O:53][CH3:54])[CH:46]=2)[CH:32]=1.[NH4+].[Cl-], predict the reaction product. The product is: [CH3:52][O:51][C:49]1[CH:50]=[C:45]([CH2:44][CH2:43][C:33]2[NH:34][N:35]=[C:31]([NH:30][C:24](=[O:26])[C:23]3[CH:22]=[CH:21][C:20]([C:18]([N:15]4[CH2:14][CH2:13][N:12]([CH3:11])[CH2:17][CH2:16]4)=[O:19])=[CH:29][CH:28]=3)[CH:32]=2)[CH:46]=[C:47]([O:53][CH3:54])[CH:48]=1.